From a dataset of Plasma protein binding rate (PPBR) regression data from AstraZeneca. Regression/Classification. Given a drug SMILES string, predict its absorption, distribution, metabolism, or excretion properties. Task type varies by dataset: regression for continuous measurements (e.g., permeability, clearance, half-life) or binary classification for categorical outcomes (e.g., BBB penetration, CYP inhibition). For this dataset (ppbr_az), we predict Y. (1) The compound is Nc1ncnc2c1ncn2[C@@H]1O[C@H](CSCCCNC(=O)Nc2ccc(Cl)cc2)[C@@H](O)[C@H]1O. The Y is 91.6 %. (2) The compound is N#Cc1ccc(C(F)(F)F)nc1O[C@H](CCN)c1ccno1. The Y is 44.3 %. (3) The molecule is COc1ccc(CCN2C(=O)N(NS(C)(=O)=O)C[C@H]2c2ccc(OC)cc2)cc1. The Y is 93.7 %.